From a dataset of Full USPTO retrosynthesis dataset with 1.9M reactions from patents (1976-2016). Predict the reactants needed to synthesize the given product. (1) Given the product [CH2:1]([C:8]1[C:13]([I:14])=[CH:12][CH:11]=[C:10]([N:15]2[CH2:16][C@H:17]([O:22][CH3:23])[C@H:18]([OH:20])[CH2:19]2)[N:9]=1)[C:2]1[CH:7]=[CH:6][CH:5]=[CH:4][CH:3]=1, predict the reactants needed to synthesize it. The reactants are: [CH2:1]([C:8]1[C:13]([I:14])=[CH:12][CH:11]=[C:10]([N:15]2[CH2:19][C@H:18]([O:20]C)[C@H:17]([O:22][C:23](=O)C)[CH2:16]2)[N:9]=1)[C:2]1[CH:7]=[CH:6][CH:5]=[CH:4][CH:3]=1.CO.C[O-].[Na+]. (2) Given the product [CH3:13][O:12][C:8]1[C:9]([O:10][CH3:11])=[CH:2][C:3]([CH:4]=[O:5])=[C:6]([C:19]2[CH:20]=[CH:21][C:16]([S:15][CH3:14])=[CH:17][CH:18]=2)[CH:7]=1, predict the reactants needed to synthesize it. The reactants are: Br[C:2]1[C:9]([O:10][CH3:11])=[C:8]([O:12][CH3:13])[CH:7]=[CH:6][C:3]=1[CH:4]=[O:5].[CH3:14][S:15][C:16]1[CH:21]=[CH:20][C:19](B(O)O)=[CH:18][CH:17]=1.C(=O)([O-])[O-].[Na+].[Na+].C(O)C. (3) Given the product [Cl:8][C:9]1[CH:14]=[CH:13][CH:12]=[C:11]([Cl:15])[C:10]=1[N:16]1[CH:45]=[C:44]([C:46]2[CH:47]=[N:48][CH:49]=[CH:50][CH:51]=2)[C:19]2[N:20]=[C:21]([NH:24][C:25]3[CH:26]=[CH:27][C:28]([N:31]4[CH2:32][CH2:33][NH:34][CH2:35][CH2:36]4)=[CH:29][CH:30]=3)[N:22]=[CH:23][C:18]=2[C:17]1=[O:52], predict the reactants needed to synthesize it. The reactants are: C(O)(C(F)(F)F)=O.[Cl:8][C:9]1[CH:14]=[CH:13][CH:12]=[C:11]([Cl:15])[C:10]=1[N:16]1[CH:45]=[C:44]([C:46]2[CH:47]=[N:48][CH:49]=[CH:50][CH:51]=2)[C:19]2[N:20]=[C:21]([NH:24][C:25]3[CH:30]=[CH:29][C:28]([N:31]4[CH2:36][CH2:35][N:34](C(OC(C)(C)C)=O)[CH2:33][CH2:32]4)=[CH:27][CH:26]=3)[N:22]=[CH:23][C:18]=2[C:17]1=[O:52]. (4) Given the product [CH3:1][O:2][C:3]1[C:4]([C@H:9]([C:17]2[CH:22]=[CH:21][C:20]([C:23]([F:26])([F:24])[F:25])=[CH:19][CH:18]=2)[NH2:10])=[N:5][CH:6]=[CH:7][CH:8]=1, predict the reactants needed to synthesize it. The reactants are: [CH3:1][O:2][C:3]1[C:4]([C@H:9]([C:17]2[CH:22]=[CH:21][C:20]([C:23]([F:26])([F:25])[F:24])=[CH:19][CH:18]=2)[NH:10][S@](C(C)(C)C)=O)=[N:5][CH:6]=[CH:7][CH:8]=1.Cl.O1CCOCC1.C([O-])(O)=O.[Na+]. (5) Given the product [F:1][C:2]1[CH:3]=[C:4]([NH:31][C:32]([NH:34][C:35](=[O:43])[CH2:36][C:37]2[CH:42]=[CH:41][CH:40]=[CH:39][CH:38]=2)=[S:33])[CH:5]=[CH:6][C:7]=1[O:8][C:9]1[CH:14]=[CH:13][N:12]=[C:11]2[CH:15]=[C:16]([C:18]3[CH:19]=[CH:20][C:21]([CH2:24][N:25]4[CH2:30][CH2:29][N:28]([C:52]([NH:51][CH3:54])=[O:53])[CH2:27][CH2:26]4)=[CH:22][CH:23]=3)[S:17][C:10]=12, predict the reactants needed to synthesize it. The reactants are: [F:1][C:2]1[CH:3]=[C:4]([NH:31][C:32]([NH:34][C:35](=[O:43])[CH2:36][C:37]2[CH:42]=[CH:41][CH:40]=[CH:39][CH:38]=2)=[S:33])[CH:5]=[CH:6][C:7]=1[O:8][C:9]1[CH:14]=[CH:13][N:12]=[C:11]2[CH:15]=[C:16]([C:18]3[CH:23]=[CH:22][C:21]([CH2:24][N:25]4[CH2:30][CH2:29][NH:28][CH2:27][CH2:26]4)=[CH:20][CH:19]=3)[S:17][C:10]=12.CCN(CC)CC.[N:51]([CH3:54])=[C:52]=[O:53]. (6) The reactants are: [CH:1]1([CH:7]([C:13]2[CH:18]=[CH:17][C:16]([N+:19]([O-])=O)=[C:15]([F:22])[CH:14]=2)[C:8]([O:10][CH2:11][CH3:12])=[O:9])[CH2:6][CH2:5][CH2:4][CH2:3][CH2:2]1.CCO. Given the product [NH2:19][C:16]1[CH:17]=[CH:18][C:13]([CH:7]([CH:1]2[CH2:6][CH2:5][CH2:4][CH2:3][CH2:2]2)[C:8]([O:10][CH2:11][CH3:12])=[O:9])=[CH:14][C:15]=1[F:22], predict the reactants needed to synthesize it.